From a dataset of Forward reaction prediction with 1.9M reactions from USPTO patents (1976-2016). Predict the product of the given reaction. (1) The product is: [Br:1][C:2]1[CH:3]=[CH:4][C:5]([O:10][CH:11]([F:12])[F:13])=[C:6]([CH:7]2[O:16][CH2:15][CH2:14][O:8]2)[CH:9]=1. Given the reactants [Br:1][C:2]1[CH:3]=[CH:4][C:5]([O:10][CH:11]([F:13])[F:12])=[C:6]([CH:9]=1)[CH:7]=[O:8].[CH2:14](O)[CH2:15][OH:16].CC1C=CC(S(O)(=O)=O)=CC=1.O, predict the reaction product. (2) Given the reactants [CH3:1][C:2]([O:5][C:6]([NH:8][CH2:9][CH:10]1[CH2:15][CH2:14][CH:13]([C:16]([OH:18])=[O:17])[CH2:12][CH2:11]1)=[O:7])([CH3:4])[CH3:3].[H-].[Na+].[CH3:21]I.[OH-].[Na+], predict the reaction product. The product is: [C:2]([O:5][C:6]([N:8]([CH2:9][C@H:10]1[CH2:11][CH2:12][C@H:13]([C:16]([OH:18])=[O:17])[CH2:14][CH2:15]1)[CH3:21])=[O:7])([CH3:1])([CH3:3])[CH3:4]. (3) Given the reactants [I:1][C:2]1[C:10]2[C:5](=[N:6][CH:7]=[C:8]([C:11]3[CH:16]=[CH:15][CH:14]=[CH:13][CH:12]=3)[CH:9]=2)[NH:4][CH:3]=1.[H-].[Na+].[C:19]1([CH3:29])[CH:24]=[CH:23][C:22]([S:25](Cl)(=[O:27])=[O:26])=[CH:21][CH:20]=1, predict the reaction product. The product is: [I:1][C:2]1[C:10]2[C:5](=[N:6][CH:7]=[C:8]([C:11]3[CH:16]=[CH:15][CH:14]=[CH:13][CH:12]=3)[CH:9]=2)[N:4]([S:25]([C:22]2[CH:23]=[CH:24][C:19]([CH3:29])=[CH:20][CH:21]=2)(=[O:27])=[O:26])[CH:3]=1. (4) Given the reactants [C:1]([OH:26])(=[O:25])[CH2:2][CH2:3][C@H:4]([C@@H:6]1[C@:23]2([CH3:24])[C@H:9]([C@H:10]3[C@H:20]([CH2:21][CH2:22]2)[C@:18]2([CH3:19])[CH:13]([CH2:14][CH2:15][CH2:16][CH2:17]2)[CH2:12][CH2:11]3)[CH2:8][CH2:7]1)[CH3:5].[OH:27][CH:28]1[O:36][C@H](CO)[C@@H](O)[C@H:31](O)[C@H:29]1[NH2:30], predict the reaction product. The product is: [NH2:30][C@H:29]([C:28]([OH:36])=[O:27])[CH3:31].[C:1]([OH:26])(=[O:25])[CH2:2][CH2:3][C@H:4]([C@@H:6]1[C@:23]2([CH3:24])[C@H:9]([C@H:10]3[C@H:20]([CH2:21][CH2:22]2)[C@:18]2([CH3:19])[CH:13]([CH2:14][CH2:15][CH2:16][CH2:17]2)[CH2:12][CH2:11]3)[CH2:8][CH2:7]1)[CH3:5].